Dataset: Peptide-MHC class II binding affinity with 134,281 pairs from IEDB. Task: Regression. Given a peptide amino acid sequence and an MHC pseudo amino acid sequence, predict their binding affinity value. This is MHC class II binding data. (1) The peptide sequence is PLHLRYYRITYGETG. The MHC is DRB1_1501 with pseudo-sequence DRB1_1501. The binding affinity (normalized) is 0.805. (2) The peptide sequence is KAVEAYLVAHPDLYK. The MHC is HLA-DQA10104-DQB10503 with pseudo-sequence HLA-DQA10104-DQB10503. The binding affinity (normalized) is 0.335. (3) The MHC is DRB1_1001 with pseudo-sequence DRB1_1001. The binding affinity (normalized) is 0.604. The peptide sequence is EKKYFAATQREPLAA. (4) The peptide sequence is APIYNVLPTTSLVLGKNQTL. The MHC is DRB1_0101 with pseudo-sequence DRB1_0101. The binding affinity (normalized) is 0.449. (5) The MHC is HLA-DQA10102-DQB10501 with pseudo-sequence HLA-DQA10102-DQB10501. The binding affinity (normalized) is 0.533. The peptide sequence is KNLIPSSASPWSWPD. (6) The peptide sequence is FTVFEAAFNNAIKAG. The MHC is HLA-DPA10103-DPB10301 with pseudo-sequence HLA-DPA10103-DPB10301. The binding affinity (normalized) is 0.191. (7) The peptide sequence is AEGLSGEPKGAAESS. The MHC is DRB1_1602 with pseudo-sequence DRB1_1602. The binding affinity (normalized) is 0.206. (8) The peptide sequence is GLSEHLEQECHIPFT. The MHC is DRB1_0101 with pseudo-sequence DRB1_0101. The binding affinity (normalized) is 0. (9) The MHC is DRB1_0101 with pseudo-sequence DRB1_0101. The binding affinity (normalized) is 0.614. The peptide sequence is SQQLDQRRALLNMIG. (10) The binding affinity (normalized) is 0.211. The MHC is DRB1_0802 with pseudo-sequence DRB1_0802. The peptide sequence is DRVLDILEAVKLIRK.